Dataset: Peptide-MHC class II binding affinity with 134,281 pairs from IEDB. Task: Regression. Given a peptide amino acid sequence and an MHC pseudo amino acid sequence, predict their binding affinity value. This is MHC class II binding data. (1) The peptide sequence is YDKDLANVSTVLTGK. The MHC is DRB1_0405 with pseudo-sequence DRB1_0405. The binding affinity (normalized) is 0.382. (2) The peptide sequence is MGAVLIWVGINTRNM. The MHC is DRB1_0401 with pseudo-sequence DRB1_0401. The binding affinity (normalized) is 0.111. (3) The peptide sequence is ALDVWALGLAIFEFV. The MHC is H-2-IAd with pseudo-sequence H-2-IAd. The binding affinity (normalized) is 0.463. (4) The peptide sequence is TVFGSAFQGLFGGLNKK. The MHC is HLA-DQA10201-DQB10303 with pseudo-sequence HLA-DQA10201-DQB10303. The binding affinity (normalized) is 0.346. (5) The peptide sequence is LGMNHVLQSIRRNYP. The MHC is DRB1_1501 with pseudo-sequence DRB1_1501. The binding affinity (normalized) is 0.535.